This data is from Peptide-MHC class I binding affinity with 185,985 pairs from IEDB/IMGT. The task is: Regression. Given a peptide amino acid sequence and an MHC pseudo amino acid sequence, predict their binding affinity value. This is MHC class I binding data. (1) The peptide sequence is VVFSTSDGK. The MHC is HLA-A03:01 with pseudo-sequence HLA-A03:01. The binding affinity (normalized) is 0.222. (2) The MHC is HLA-B18:01 with pseudo-sequence HLA-B18:01. The peptide sequence is EGNLAQGFR. The binding affinity (normalized) is 0.0847. (3) The peptide sequence is YPACEAIGL. The MHC is HLA-B18:01 with pseudo-sequence HLA-B18:01. The binding affinity (normalized) is 0.528. (4) The peptide sequence is DLQQSLRVL. The MHC is HLA-A02:01 with pseudo-sequence HLA-A02:01. The binding affinity (normalized) is 0. (5) The peptide sequence is REAPAHVST. The MHC is HLA-B45:01 with pseudo-sequence HLA-B45:01. The binding affinity (normalized) is 0.567. (6) The MHC is HLA-A02:01 with pseudo-sequence HLA-A02:01. The binding affinity (normalized) is 0.150. The peptide sequence is HVGRPTTVV. (7) The peptide sequence is LVITKLREHM. The MHC is HLA-A02:01 with pseudo-sequence HLA-A02:01. The binding affinity (normalized) is 0.